This data is from Forward reaction prediction with 1.9M reactions from USPTO patents (1976-2016). The task is: Predict the product of the given reaction. (1) Given the reactants [CH2:1]([O:3][C:4](=[O:18])[CH2:5][CH2:6][C:7]1[C:16]2[CH2:15][CH2:14][CH2:13][CH2:12][C:11]=2[C:10]([OH:17])=[CH:9][CH:8]=1)[CH3:2].Cl[CH2:20][C:21]1[C:22]([CH:37]2[CH2:39][CH2:38]2)=[N:23][C:24]([C:27]2[CH:32]=[CH:31][C:30]([C:33]([F:36])([F:35])[F:34])=[CH:29][CH:28]=2)=[N:25][CH:26]=1, predict the reaction product. The product is: [CH2:1]([O:3][C:4](=[O:18])[CH2:5][CH2:6][C:7]1[C:16]2[CH2:15][CH2:14][CH2:13][CH2:12][C:11]=2[C:10]([O:17][CH2:20][C:21]2[C:22]([CH:37]3[CH2:39][CH2:38]3)=[N:23][C:24]([C:27]3[CH:28]=[CH:29][C:30]([C:33]([F:35])([F:36])[F:34])=[CH:31][CH:32]=3)=[N:25][CH:26]=2)=[CH:9][CH:8]=1)[CH3:2]. (2) Given the reactants [C:1]12([C:11]3[CH:12]=[C:13]([CH2:21][CH2:22][NH2:23])[CH:14]=[CH:15][C:16]=3[O:17][CH:18]([CH3:20])[CH3:19])[CH2:10][CH:5]3[CH2:6][CH:7]([CH2:9][CH:3]([CH2:4]3)[CH2:2]1)[CH2:8]2.[O:24](C(C(F)(F)F)=O)[C:25]([C:27]([F:30])([F:29])[F:28])=O, predict the reaction product. The product is: [C:1]12([C:11]3[CH:12]=[C:13]([CH:14]=[CH:15][C:16]=3[O:17][CH:18]([CH3:19])[CH3:20])[CH2:21][CH2:22][NH:23][C:25](=[O:24])[C:27]([F:30])([F:29])[F:28])[CH2:2][CH:3]3[CH2:9][CH:7]([CH2:6][CH:5]([CH2:4]3)[CH2:10]1)[CH2:8]2.